This data is from Forward reaction prediction with 1.9M reactions from USPTO patents (1976-2016). The task is: Predict the product of the given reaction. (1) Given the reactants C(O[C:4](=O)[CH2:5][C:6]#[N:7])C.[OH-].[K+].FC1[CH:17]=[CH:16][C:15]([N+:18]([O-:20])=[O:19])=[C:14]([CH3:21])[CH:13]=1.Cl, predict the reaction product. The product is: [CH3:21][C:14]1[CH:13]=[C:4]([CH2:5][C:6]#[N:7])[CH:17]=[CH:16][C:15]=1[N+:18]([O-:20])=[O:19]. (2) Given the reactants [CH3:1][O:2][C:3]([C:5]1[N:6]([NH2:11])[CH:7]=[C:8]([Cl:10])[CH:9]=1)=[O:4].[N:12]1[CH:17]=[CH:16][CH:15]=[CH:14][C:13]=1[CH:18]=O, predict the reaction product. The product is: [CH3:1][O:2][C:3]([C:5]1[N:6]([N:11]=[CH:18][C:13]2[CH:14]=[CH:15][CH:16]=[CH:17][N:12]=2)[CH:7]=[C:8]([Cl:10])[CH:9]=1)=[O:4]. (3) The product is: [Cl:1][C:2]1[N:6]2[CH:7]=[C:8]([C:15]3[CH:19]=[CH:18][O:17][CH:16]=3)[CH:9]=[C:10]([C:11]([F:12])([F:13])[F:14])[C:5]2=[N:4][C:3]=1[C:20]([N:22]1[CH2:26][CH2:25][CH:24]([C:27]2[N:28]=[CH:31][O:30][N:29]=2)[CH2:23]1)=[O:21]. Given the reactants [Cl:1][C:2]1[N:6]2[CH:7]=[C:8]([C:15]3[CH:19]=[CH:18][O:17][CH:16]=3)[CH:9]=[C:10]([C:11]([F:14])([F:13])[F:12])[C:5]2=[N:4][C:3]=1[C:20]([N:22]1[CH2:26][CH2:25][CH:24]([C:27]([NH:29][OH:30])=[NH:28])[CH2:23]1)=[O:21].[CH:31](OC)(OC)OC, predict the reaction product. (4) Given the reactants [N:1]1[CH:6]=[CH:5][C:4]([C:7]2[N:8]=[C:9]3[CH2:15][CH2:14][CH2:13][CH2:12][CH2:11][N:10]3[C:16](=[O:18])[CH:17]=2)=[N:3][CH:2]=1.C[Si]([N-][Si](C)(C)C)(C)C.[Li+].[F:29][C:30]1[CH:37]=[CH:36][C:33]([CH:34]=[O:35])=[C:32]([O:38][CH3:39])[CH:31]=1, predict the reaction product. The product is: [F:29][C:30]1[CH:37]=[CH:36][C:33]([CH:34]([OH:35])[CH:15]2[CH2:14][CH2:13][CH2:12][CH2:11][N:10]3[C:16](=[O:18])[CH:17]=[C:7]([C:4]4[CH:5]=[CH:6][N:1]=[CH:2][N:3]=4)[N:8]=[C:9]23)=[C:32]([O:38][CH3:39])[CH:31]=1. (5) Given the reactants [CH:1](OC1C=CC([N+]([O-])=O)=CC=1)=[O:2].[C:13]([C:17]1[O:21][N:20]=[C:19]([NH2:22])[CH:18]=1)([CH3:16])([CH3:15])[CH3:14].C(=O)([O-])O.[Na+], predict the reaction product. The product is: [C:13]([C:17]1[O:21][N:20]=[C:19]([NH:22][CH:1]=[O:2])[CH:18]=1)([CH3:16])([CH3:15])[CH3:14]. (6) Given the reactants F[C:2](F)(F)C(O)=O.[CH3:8][O:9][C:10](=[O:19])[C:11](=[CH2:18])[CH:12]([O:14][C:15](=[O:17])[CH3:16])[CH3:13].CO[CH2:22][N:23]([CH2:28][C:29]1[CH:34]=[CH:33][CH:32]=[CH:31][CH:30]=1)[Si](C)(C)C, predict the reaction product. The product is: [CH3:8][O:9][C:10]([C:11]1([CH:12]([O:14][C:15](=[O:17])[CH3:16])[CH3:13])[CH2:2][CH2:22][N:23]([CH2:28][C:29]2[CH:34]=[CH:33][CH:32]=[CH:31][CH:30]=2)[CH2:18]1)=[O:19].